From a dataset of Forward reaction prediction with 1.9M reactions from USPTO patents (1976-2016). Predict the product of the given reaction. (1) Given the reactants [Br:1][C:2]1[CH:10]=[C:9]2[C:5]([C:6]([C:16]([C:22]3[CH:23]=[C:24]4[C:28](=[CH:29][CH:30]=3)[N:27]([C:31]3[CH:36]=[CH:35][C:34]([F:37])=[CH:33][CH:32]=3)[N:26]=[CH:25]4)([OH:21])[C:17]([F:20])([F:19])[F:18])=[CH:7][N:8]2[CH2:11][CH:12]([OH:15])CO)=[CH:4][CH:3]=1.I([O-])(=O)(=O)=O.[Na+], predict the reaction product. The product is: [Br:1][C:2]1[CH:10]=[C:9]2[C:5]([C:6]([C:16]([C:22]3[CH:23]=[C:24]4[C:28](=[CH:29][CH:30]=3)[N:27]([C:31]3[CH:32]=[CH:33][C:34]([F:37])=[CH:35][CH:36]=3)[N:26]=[CH:25]4)([OH:21])[C:17]([F:18])([F:19])[F:20])=[CH:7][N:8]2[CH2:11][CH:12]=[O:15])=[CH:4][CH:3]=1. (2) Given the reactants [CH2:1]([O:3][C:4]1[CH:5]=[C:6]([CH2:13][CH:14]([NH:27]C(=O)OC(C)(C)C)[CH2:15][N:16]2[C:24](=[O:25])[C:23]3[C:18](=[CH:19][CH:20]=[CH:21][CH:22]=3)[C:17]2=[O:26])[CH:7]=[CH:8][C:9]=1[O:10][CH2:11][CH3:12])[CH3:2].[ClH:35], predict the reaction product. The product is: [ClH:35].[NH2:27][CH:14]([CH2:13][C:6]1[CH:7]=[CH:8][C:9]([O:10][CH2:11][CH3:12])=[C:4]([O:3][CH2:1][CH3:2])[CH:5]=1)[CH2:15][N:16]1[C:17](=[O:26])[C:18]2[C:23](=[CH:22][CH:21]=[CH:20][CH:19]=2)[C:24]1=[O:25]. (3) Given the reactants [H-].[Al+3].[Li+].[H-].[H-].[H-].[CH3:7][O:8][C@@H:9]1[CH2:17][N:16]2[C@@H:11]([CH2:12][C:13](N3CCCC3)=[CH:14][C:15]2=O)[CH2:10]1.[OH-].[Na+].C([OH:28])C, predict the reaction product. The product is: [CH3:7][O:8][C@@H:9]1[CH2:17][N:16]2[C@H:11]([CH2:12][C:13](=[O:28])[CH2:14][CH2:15]2)[CH2:10]1. (4) Given the reactants [C:1]([O:5][C:6]([NH:8][CH2:9][C@H:10]1[CH2:15][CH2:14][C@H:13]([C:16]([NH:18][C@H:19]([C:37](=[O:50])[NH:38][C:39]2[CH:44]=[CH:43][C:42]([C:45]3[NH:49][N:48]=[N:47][N:46]=3)=[CH:41][CH:40]=2)[CH2:20][C:21]2[CH:26]=[CH:25][C:24]([C:27]3[C:28]([CH3:36])=[CH:29][C:30]([C:33](O)=[O:34])=[N:31][CH:32]=3)=[CH:23][CH:22]=2)=[O:17])[CH2:12][CH2:11]1)=[O:7])([CH3:4])([CH3:3])[CH3:2].[NH2:51][CH:52]1[CH2:57][CH2:56][N:55]([C:58]([O:60][C:61]([CH3:64])([CH3:63])[CH3:62])=[O:59])[CH2:54][CH2:53]1.C(N(CC)C(C)C)(C)C.F[P-](F)(F)(F)(F)F.CN(C(ON1C2=NC=CC=C2N=N1)=[N+](C)C)C, predict the reaction product. The product is: [CH:6]([OH:7])=[O:5].[C:1]([O:5][C:6]([NH:8][CH2:9][C@H:10]1[CH2:15][CH2:14][C@H:13]([C:16]([NH:18][C@H:19]([C:37](=[O:50])[NH:38][C:39]2[CH:40]=[CH:41][C:42]([C:45]3[NH:49][N:48]=[N:47][N:46]=3)=[CH:43][CH:44]=2)[CH2:20][C:21]2[CH:22]=[CH:23][C:24]([C:27]3[C:28]([CH3:36])=[CH:29][C:30]([C:33]([NH:51][CH:52]4[CH2:53][CH2:54][N:55]([C:58]([O:60][C:61]([CH3:64])([CH3:63])[CH3:62])=[O:59])[CH2:56][CH2:57]4)=[O:34])=[N:31][CH:32]=3)=[CH:25][CH:26]=2)=[O:17])[CH2:12][CH2:11]1)=[O:7])([CH3:4])([CH3:2])[CH3:3]. (5) The product is: [N:19]1([C:25]([C:27]2[CH:28]=[C:29]([C:2]3[CH:3]=[CH:4][C:5]4[C:6]5[S:15][C:14]([CH2:16][CH2:17][CH3:18])=[N:13][C:7]=5[C:8]([NH2:12])=[N:9][C:10]=4[CH:11]=3)[CH:30]=[CH:31][CH:32]=2)=[O:26])[CH2:24][CH2:23][O:22][CH2:21][CH2:20]1. Given the reactants Br[C:2]1[CH:3]=[CH:4][C:5]2[C:6]3[S:15][C:14]([CH2:16][CH2:17][CH3:18])=[N:13][C:7]=3[C:8]([NH2:12])=[N:9][C:10]=2[CH:11]=1.[N:19]1([C:25]([C:27]2[CH:28]=[C:29](B(O)O)[CH:30]=[CH:31][CH:32]=2)=[O:26])[CH2:24][CH2:23][O:22][CH2:21][CH2:20]1, predict the reaction product.